Dataset: Catalyst prediction with 721,799 reactions and 888 catalyst types from USPTO. Task: Predict which catalyst facilitates the given reaction. Reactant: [CH3:1][N:2]1[CH2:7][CH:6]=[C:5]([C:8]2[C:16]3[C:11](=[CH:12][CH:13]=[C:14]([C:17]#[N:18])[CH:15]=3)[NH:10][CH:9]=2)[CH2:4][CH2:3]1.[H-].[Al+3].[Li+].[H-].[H-].[H-]. Product: [CH3:1][N:2]1[CH2:3][CH:4]=[C:5]([C:8]2[C:16]3[C:11](=[CH:12][CH:13]=[C:14]([CH2:17][NH2:18])[CH:15]=3)[NH:10][CH:9]=2)[CH2:6][CH2:7]1. The catalyst class is: 1.